The task is: Predict the reaction yield, written as a fraction of the theoretical maximum amount of product (1.0 means a 100% yield; for example, 0.34 means a 34% yield).. This data is from Reaction yield outcomes from USPTO patents with 853,638 reactions. (1) The reactants are N(C(OCC)=O)=NC(OCC)=O.[O:13]1[CH2:17][CH2:16][C@@H:15]([O:18][C:19]2[C:24]3[C:25]([OH:28])=[N:26][O:27][C:23]=3[CH:22]=[CH:21][CH:20]=2)[CH2:14]1.[C:29]([O:33][C:34]([N:36]1[CH2:41][CH2:40][CH:39]([CH2:42]O)[CH2:38][CH2:37]1)=[O:35])([CH3:32])([CH3:31])[CH3:30].C1(P(C2C=CC=CC=2)C2C=CC=CC=2)C=CC=CC=1. The catalyst is C1COCC1. The product is [C:29]([O:33][C:34]([N:36]1[CH2:41][CH2:40][CH:39]([CH2:42][O:28][C:25]2[C:24]3[C:19]([O:18][C@@H:15]4[CH2:16][CH2:17][O:13][CH2:14]4)=[CH:20][CH:21]=[CH:22][C:23]=3[O:27][N:26]=2)[CH2:38][CH2:37]1)=[O:35])([CH3:32])([CH3:30])[CH3:31]. The yield is 0.510. (2) The reactants are [Br:1][C:2]1[CH:9]=[C:8]([NH:10][NH2:11])[CH:7]=[CH:6][C:3]=1[C:4]#[N:5].[CH3:12][C:13]1[O:19][C:17](=[O:18])[C:16]([C:20]([CH3:22])=O)=[C:15]([O-:23])[CH:14]=1.[Na+].Cl.O1CCOCC1. The catalyst is C1(C)C=CC=CC=1. The product is [Br:1][C:2]1[CH:9]=[C:8]([NH:10][N:11]=[C:20]([C:16]2[C:17](=[O:18])[O:19][C:13]([CH3:12])=[CH:14][C:15]=2[OH:23])[CH3:22])[CH:7]=[CH:6][C:3]=1[C:4]#[N:5]. The yield is 0.920. (3) The reactants are Br[CH2:2][CH2:3][CH2:4][O:5][C:6]1[C:11]([I:12])=[CH:10][C:9]([F:13])=[CH:8][C:7]=1[F:14].[I:15][C:16]1[CH:21]=[C:20]([F:22])[CH:19]=[CH:18][C:17]=1[OH:23].C(=O)([O-])[O-].[K+].[K+]. The catalyst is CC(C)=O. The product is [F:14][C:7]1[CH:8]=[C:9]([F:13])[CH:10]=[C:11]([I:12])[C:6]=1[O:5][CH2:4][CH2:3][CH2:2][O:23][C:17]1[CH:18]=[CH:19][C:20]([F:22])=[CH:21][C:16]=1[I:15]. The yield is 0.651. (4) The reactants are C(OC([N:8]1[CH2:13][CH2:12][N:11]([C:14]2[CH:19]=[CH:18][C:17]([C:20]([F:23])([F:22])[F:21])=[C:16]([F:24])[CH:15]=2)[CH2:10][CH2:9]1)=O)(C)(C)C.C(Cl)Cl. The catalyst is FC(F)(F)C(O)=O.ClCCl. The product is [F:24][C:16]1[CH:15]=[C:14]([N:11]2[CH2:12][CH2:13][NH:8][CH2:9][CH2:10]2)[CH:19]=[CH:18][C:17]=1[C:20]([F:22])([F:21])[F:23]. The yield is 0.780. (5) The reactants are [CH2:1]([S:3]([N:6]1[CH2:11][CH2:10][CH:9]([C:12]2[C:20]3[C:15](=[C:16]([C:34]([NH2:36])=[O:35])[CH:17]=[C:18]([C:21]4[CH:26]=[CH:25][CH:24]=[C:23]([CH2:27][NH:28][CH2:29][CH:30]([CH3:33])[CH2:31][CH3:32])[CH:22]=4)[CH:19]=3)[NH:14][CH:13]=2)[CH2:8][CH2:7]1)(=[O:5])=[O:4])[CH3:2].CC(CC)CN. No catalyst specified. The product is [CH2:1]([S:3]([N:6]1[CH2:11][CH2:10][CH:9]([C:12]2[C:20]3[C:15](=[C:16]([C:34]([NH2:36])=[O:35])[CH:17]=[C:18]([C:21]4[CH:26]=[CH:25][CH:24]=[C:23]([CH2:27][NH:28][CH2:29][C@@H:30]([CH3:33])[CH2:31][CH3:32])[CH:22]=4)[CH:19]=3)[NH:14][CH:13]=2)[CH2:8][CH2:7]1)(=[O:5])=[O:4])[CH3:2]. The yield is 0.587. (6) The reactants are FC(F)(F)C(O)=O.[O:8]=[C:9]1[NH:17][C:12]2=[N:13][CH:14]=[CH:15][CH:16]=[C:11]2[N:10]1[CH:18]1[CH2:23][CH2:22][N:21]([C:24]([O:26][C@H:27]2[C:33]3[N:34]=[CH:35][S:36][C:32]=3[C@@H:31]([NH:37]C(OC(C)(C)C)=O)[C@H:30]([C:45]3[CH:50]=[CH:49][CH:48]=[C:47]([F:51])[C:46]=3[F:52])[CH2:29][CH2:28]2)=[O:25])[CH2:20][CH2:19]1. The catalyst is C(Cl)Cl. The product is [O:8]=[C:9]1[NH:17][C:12]2=[N:13][CH:14]=[CH:15][CH:16]=[C:11]2[N:10]1[CH:18]1[CH2:19][CH2:20][N:21]([C:24]([O:26][C@H:27]2[C:33]3[N:34]=[CH:35][S:36][C:32]=3[C@@H:31]([NH2:37])[C@H:30]([C:45]3[CH:50]=[CH:49][CH:48]=[C:47]([F:51])[C:46]=3[F:52])[CH2:29][CH2:28]2)=[O:25])[CH2:22][CH2:23]1. The yield is 0.890.